Dataset: Full USPTO retrosynthesis dataset with 1.9M reactions from patents (1976-2016). Task: Predict the reactants needed to synthesize the given product. (1) Given the product [CH2:1]([S:3][C:4]1[NH:14][C:15](=[O:19])[C:11]2[C:6](=[C:7]([CH3:13])[C:8]([F:12])=[CH:9][CH:10]=2)[N:5]=1)[CH3:2], predict the reactants needed to synthesize it. The reactants are: [CH2:1]([S:3][CH:4]([NH:14][C:15](=[O:19])OCC)[NH:5][C:6]1[CH:11]=[CH:10][CH:9]=[C:8]([F:12])[C:7]=1[CH3:13])[CH3:2].C1(OC2C=CC=CC=2)C=CC=CC=1. (2) Given the product [Cl:17][C:15]1[CH:16]=[C:11]2[C:12](=[C:13]([CH3:18])[CH:14]=1)[NH:44][N:43]=[C:9]2[CH:8]([C:5]1[CH:6]=[CH:7][C:2]([Cl:1])=[CH:3][CH:4]=1)[CH:20]([C:24]1[CH:25]=[CH:26][C:27]([C:28]([NH:30][CH2:31][CH2:32][C:33]([O:35][C:36]([CH3:39])([CH3:38])[CH3:37])=[O:34])=[O:29])=[CH:40][CH:41]=1)[CH2:21][CH2:22][CH3:23], predict the reactants needed to synthesize it. The reactants are: [Cl:1][C:2]1[CH:7]=[CH:6][C:5]([CH:8]([CH:20]([C:24]2[CH:41]=[CH:40][C:27]([C:28]([NH:30][CH2:31][CH2:32][C:33]([O:35][C:36]([CH3:39])([CH3:38])[CH3:37])=[O:34])=[O:29])=[CH:26][CH:25]=2)[CH2:21][CH2:22][CH3:23])[C:9]([C:11]2[CH:16]=[C:15]([Cl:17])[CH:14]=[C:13]([CH3:18])[C:12]=2Cl)=O)=[CH:4][CH:3]=1.O.[NH2:43][NH2:44].